From a dataset of Full USPTO retrosynthesis dataset with 1.9M reactions from patents (1976-2016). Predict the reactants needed to synthesize the given product. (1) Given the product [Cl:7][C:8]1[CH:9]=[C:10]([C:14]2[C:23]3[C:18](=[CH:19][CH:20]=[C:21]([CH:24]([C:27]4[CH:32]=[CH:31][C:30]([Cl:33])=[CH:29][CH:28]=4)[C:25]([OH:2])=[O:6])[CH:22]=3)[N:17]3[N:34]=[N:35][N:36]=[C:16]3[CH:15]=2)[CH:11]=[CH:12][CH:13]=1, predict the reactants needed to synthesize it. The reactants are: S(=O)(=O)(O)[OH:2].[OH2:6].[Cl:7][C:8]1[CH:9]=[C:10]([C:14]2[C:23]3[C:18](=[CH:19][CH:20]=[C:21]([CH:24]([C:27]4[CH:32]=[CH:31][C:30]([Cl:33])=[CH:29][CH:28]=4)[C:25]#N)[CH:22]=3)[N:17]3[N:34]=[N:35][N:36]=[C:16]3[CH:15]=2)[CH:11]=[CH:12][CH:13]=1. (2) The reactants are: [NH2:1][CH:2]1[C:11]2[C:6](=[CH:7][CH:8]=[C:9]([NH:12][C:13]([C:15]3[C:24](=[O:25])[C:23]4[C:18](=[CH:19][CH:20]=[CH:21][CH:22]=4)[NH:17][CH:16]=3)=[O:14])[CH:10]=2)[CH2:5][CH2:4][CH2:3]1.[CH:26]([O:28][CH2:29][CH3:30])=[O:27]. Given the product [CH2:29]([O:28][C:26]([NH:1][CH:2]1[C:11]2[C:6](=[CH:7][CH:8]=[C:9]([NH:12][C:13]([C:15]3[C:24](=[O:25])[C:23]4[C:18](=[CH:19][CH:20]=[CH:21][CH:22]=4)[NH:17][CH:16]=3)=[O:14])[CH:10]=2)[CH2:5][CH2:4][CH2:3]1)=[O:27])[CH3:30], predict the reactants needed to synthesize it. (3) Given the product [Na+:1].[C:5]([CH2:4][CH2:13][CH2:12][CH2:11][CH2:10][N+:23]1[C:32]2[C:27](=[CH:28][CH:29]=[CH:30][CH:31]=2)[CH:26]=[CH:25][C:24]=1[C:33]1[O:22][C:5]2[C:6]([S:18]([O-:21])(=[O:20])=[O:19])=[CH:7][C:8]3[C:13](=[CH:12][CH:11]=[C:10]([S:14]([O-:17])(=[O:16])=[O:15])[CH:9]=3)[C:4]=2[N:3]=1)([OH:22])=[O:44], predict the reactants needed to synthesize it. The reactants are: [Na+:1].[Na+].[NH2:3][C:4]1[C:13]2[C:8](=[CH:9][C:10]([S:14]([O-:17])(=[O:16])=[O:15])=[CH:11][CH:12]=2)[CH:7]=[C:6]([S:18]([O-:21])(=[O:20])=[O:19])[C:5]=1[OH:22].[N:23]1[C:32]2[C:27](=[CH:28][CH:29]=[CH:30][CH:31]=2)[CH:26]=[CH:25][C:24]=1[C:33](O)=O.C[Si](OP(=O)=O)(C)C.[OH-:44].[Na+]. (4) Given the product [CH:1]1[C:10]2[C:5](=[CH:6][CH:7]=[CH:8][CH:9]=2)[CH:4]=[CH:3][C:2]=1[CH2:11][NH2:12], predict the reactants needed to synthesize it. The reactants are: [CH:1]1[C:10]2[C:5](=[CH:6][CH:7]=[CH:8][CH:9]=2)[CH:4]=[CH:3][C:2]=1[C:11]#[N:12].[H-].[Al+3].[Li+].[H-].[H-].[H-].[OH-].[Na+]. (5) Given the product [C:1]([O:5][C:6]([N:8]1[CH2:14][CH2:13][CH2:12][N:11]2[N:15]=[C:16]([C:18]([N:30]3[CH:22]4[CH2:29][CH2:28][CH2:27][CH:26]3[CH2:25][CH:24]([C:31]([OH:33])=[O:32])[CH2:23]4)=[O:20])[CH:17]=[C:10]2[CH2:9]1)=[O:7])([CH3:2])([CH3:3])[CH3:4], predict the reactants needed to synthesize it. The reactants are: [C:1]([O:5][C:6]([N:8]1[CH2:14][CH2:13][CH2:12][N:11]2[N:15]=[C:16]([C:18]([OH:20])=O)[CH:17]=[C:10]2[CH2:9]1)=[O:7])([CH3:4])([CH3:3])[CH3:2].Cl.[CH:22]12[NH:30][CH:26]([CH2:27][CH2:28][CH2:29]1)[CH2:25][CH:24]([C:31]([O:33]CC)=[O:32])[CH2:23]2.CN(C(ON1N=NC2C=CC=NC1=2)=[N+](C)C)C.F[P-](F)(F)(F)(F)F.CCN(C(C)C)C(C)C. (6) Given the product [F:1][C:2]1[CH:7]=[CH:6][C:5]([O:8][C@H:10]([C:30]2[CH:35]=[CH:34][CH:33]=[CH:32][CH:31]=2)[CH2:11][N:12]2[CH2:17][CH2:16][CH:15]([C:18]3[CH:19]=[C:20]([NH:24][C:25](=[O:29])[CH:26]([CH3:28])[CH3:27])[CH:21]=[CH:22][CH:23]=3)[CH2:14][CH2:13]2)=[CH:4][CH:3]=1, predict the reactants needed to synthesize it. The reactants are: [F:1][C:2]1[CH:7]=[CH:6][C:5]([OH:8])=[CH:4][CH:3]=1.O[C@@H:10]([C:30]1[CH:35]=[CH:34][CH:33]=[CH:32][CH:31]=1)[CH2:11][N:12]1[CH2:17][CH2:16][CH:15]([C:18]2[CH:19]=[C:20]([NH:24][C:25](=[O:29])[CH:26]([CH3:28])[CH3:27])[CH:21]=[CH:22][CH:23]=2)[CH2:14][CH2:13]1.